From a dataset of Full USPTO retrosynthesis dataset with 1.9M reactions from patents (1976-2016). Predict the reactants needed to synthesize the given product. (1) Given the product [NH2:10][C:3]1[CH:4]=[C:5]([CH:8]=[CH:9][C:2]=1[OH:1])[C:6]#[N:7], predict the reactants needed to synthesize it. The reactants are: [OH:1][C:2]1[CH:9]=[CH:8][C:5]([C:6]#[N:7])=[CH:4][C:3]=1[N+:10]([O-])=O.[H][H]. (2) Given the product [Cl:28][C:25]1[CH:26]=[CH:27][C:22]([C:19]([CH3:21])([CH3:20])[CH2:18][C@:17]([CH2:16][C:15]2[NH:7][C:8]3=[CH:9][N:10]=[C:11]([S:38]([CH3:41])(=[O:40])=[O:39])[CH:12]=[C:13]3[CH:14]=2)([OH:37])[C:33]([F:36])([F:35])[F:34])=[C:23]([S:29]([CH3:32])(=[O:30])=[O:31])[CH:24]=1, predict the reactants needed to synthesize it. The reactants are: C(OC(=O)[NH:7][C:8]1[CH:9]=[N:10][C:11]([S:38]([CH3:41])(=[O:40])=[O:39])=[CH:12][C:13]=1[C:14]#[C:15][CH2:16][C@@:17]([OH:37])([C:33]([F:36])([F:35])[F:34])[CH2:18][C:19]([C:22]1[CH:27]=[CH:26][C:25]([Cl:28])=[CH:24][C:23]=1[S:29]([CH3:32])(=[O:31])=[O:30])([CH3:21])[CH3:20])(C)(C)C.C1CCN2C(=NCCC2)CC1.[Cl-].[NH4+]. (3) Given the product [CH:1]([C:4]1[CH:5]=[CH:6][C:7]([C:10]2[O:14][C:13]([C:15]3[CH:16]=[C:17]([CH:22]=[CH:23][CH:24]=3)[C:18]([OH:20])=[O:19])=[CH:12][CH:11]=2)=[CH:8][CH:9]=1)([CH3:3])[CH3:2], predict the reactants needed to synthesize it. The reactants are: [CH:1]([C:4]1[CH:9]=[CH:8][C:7]([C:10]2[O:14][C:13]([C:15]3[CH:16]=[C:17]([CH:22]=[CH:23][CH:24]=3)[C:18]([O:20]C)=[O:19])=[CH:12][CH:11]=2)=[CH:6][CH:5]=1)([CH3:3])[CH3:2].[Li+].[OH-]. (4) The reactants are: [CH:1]1([C:4]2[N:13]=[C:12](N3CCN(C4C=CC(F)=CC=4OC)CC3)[C:11]3[C:6](=[CH:7][C:8]([O:31][CH3:32])=[C:9]([O:29][CH3:30])[CH:10]=3)[N:5]=2)[CH2:3][CH2:2]1.FC1C=CC(N2CCNCC2)=C(OC)C=1.[Cl:48][C:49]1[C:54]([Cl:55])=[CH:53][CH:52]=[CH:51][C:50]=1[N:56]1[CH2:61][CH2:60][NH:59][CH2:58][CH2:57]1. Given the product [CH:1]1([C:4]2[N:13]=[C:12]([N:59]3[CH2:60][CH2:61][N:56]([C:50]4[CH:51]=[CH:52][CH:53]=[C:54]([Cl:55])[C:49]=4[Cl:48])[CH2:57][CH2:58]3)[C:11]3[C:6](=[CH:7][C:8]([O:31][CH3:32])=[C:9]([O:29][CH3:30])[CH:10]=3)[N:5]=2)[CH2:3][CH2:2]1, predict the reactants needed to synthesize it. (5) Given the product [CH3:38][CH:37]([O:36][C:34](=[O:35])[NH:21][C:17]1[C:16]([NH2:22])=[N:15][C:14]([N:7]2[C:8]3[C:13](=[CH:12][CH:11]=[CH:10][CH:9]=3)[C:5]([O:4][C:3]3[CH:23]=[CH:24][CH:25]=[CH:26][C:2]=3[F:1])=[N:6]2)=[N:19][C:18]=1[NH2:20])[CH3:39], predict the reactants needed to synthesize it. The reactants are: [F:1][C:2]1[CH:26]=[CH:25][CH:24]=[CH:23][C:3]=1[O:4][C:5]1[C:13]2[C:8](=[CH:9][CH:10]=[CH:11][CH:12]=2)[N:7]([C:14]2[N:19]=[C:18]([NH2:20])[C:17]([NH2:21])=[C:16]([NH2:22])[N:15]=2)[N:6]=1.N1C=CC=CC=1.Cl[C:34]([O:36][CH:37]([CH3:39])[CH3:38])=[O:35].